From a dataset of Full USPTO retrosynthesis dataset with 1.9M reactions from patents (1976-2016). Predict the reactants needed to synthesize the given product. (1) Given the product [Cl:19][C:16]1[CH:17]=[CH:18][C:10]2[N:9]=[C:3]3[C:2]([CH3:8])([CH3:1])[CH2:6][CH2:5][C:4]3=[C:12]([Cl:22])[C:11]=2[CH:15]=1, predict the reactants needed to synthesize it. The reactants are: [CH3:1][C:2]1([CH3:8])[CH2:6][CH2:5][CH2:4][C:3]1=O.[NH2:9][C:10]1[CH:18]=[CH:17][C:16]([Cl:19])=[CH:15][C:11]=1[C:12](O)=O.O=P(Cl)(Cl)[Cl:22]. (2) Given the product [F:1][C:2]1[CH:7]=[CH:6][C:5]([F:8])=[CH:4][C:3]=1[S:9]([N:12]([C:16]1[CH:21]=[CH:20][CH:19]=[C:18]([C:22]2[NH:23][N:24]=[CH:25][CH:26]=2)[C:17]=1[F:33])[CH2:13][O:14][CH3:15])(=[O:11])=[O:10], predict the reactants needed to synthesize it. The reactants are: [F:1][C:2]1[CH:7]=[CH:6][C:5]([F:8])=[CH:4][C:3]=1[S:9]([N:12]([C:16]1[CH:21]=[CH:20][CH:19]=[C:18]([C:22]2[N:23](C3CCCCO3)[N:24]=[CH:25][CH:26]=2)[C:17]=1[F:33])[CH2:13][O:14][CH3:15])(=[O:11])=[O:10].C1(C)C=CC(S(O)(=O)=O)=CC=1. (3) Given the product [N+:12]([C:15]1[CH:22]=[CH:21][C:18]([CH2:19][N:26]2[C:25]([C:24]([F:23])([F:35])[F:34])=[CH:29][C:28]([C:30]([F:31])([F:32])[F:33])=[N:27]2)=[CH:17][CH:16]=1)([O-:14])=[O:13], predict the reactants needed to synthesize it. The reactants are: C(=O)([O-])[O-].[K+].[K+].CN(C=O)C.[N+:12]([C:15]1[CH:22]=[CH:21][C:18]([CH2:19]Cl)=[CH:17][CH:16]=1)([O-:14])=[O:13].[F:23][C:24]([F:35])([F:34])[C:25]1[CH:29]=[C:28]([C:30]([F:33])([F:32])[F:31])[NH:27][N:26]=1. (4) The reactants are: [NH2:1][C:2]1[N:7]=[C:6]([Cl:8])[CH:5]=[C:4]([NH2:9])[N:3]=1.[NH:10]1[CH2:15][CH2:14][O:13][CH2:12][CH2:11]1.[N:16]([O-])=O.[Na+].C(O)(=O)C.[OH-].[Na+].[O-]S(S([O-])=O)=O.[Na+].[Na+]. Given the product [ClH:8].[ClH:8].[NH2:1][C:2]1[N:7]=[C:6]([N:10]2[CH2:15][CH2:14][O:13][CH2:12][CH2:11]2)[C:5]([NH2:16])=[C:4]([NH2:9])[N:3]=1, predict the reactants needed to synthesize it. (5) Given the product [CH3:29][O:1][CH2:2][C:3]1([C:7]([N:9]2[C@@H:15]([CH3:16])[C:14]3[CH:17]=[CH:18][C:19]([C:21]([O:23][CH2:24][CH3:25])=[O:22])=[CH:20][C:13]=3[O:12][CH2:11][CH2:10]2)=[O:8])[CH2:4][O:5][CH2:6]1, predict the reactants needed to synthesize it. The reactants are: [OH:1][CH2:2][C:3]1([C:7]([N:9]2[C@@H:15]([CH3:16])[C:14]3[CH:17]=[CH:18][C:19]([C:21]([O:23][CH2:24][CH3:25])=[O:22])=[CH:20][C:13]=3[O:12][CH2:11][CH2:10]2)=[O:8])[CH2:6][O:5][CH2:4]1.[H-].[Na+].I[CH3:29]. (6) Given the product [CH3:3][CH:2]([C:4]1[N:9]=[C:8]([N:10]([S:12]([CH3:15])(=[O:13])=[O:14])[CH3:11])[N:7]=[C:6]([C:16]2[CH:21]=[CH:20][C:19]([F:22])=[CH:18][CH:17]=2)[C:5]=1/[CH:23]=[CH:24]/[C@@H:25]([OH:33])[CH2:26][C@@H:27]([OH:32])[CH2:28][C:29]([OH:31])=[O:30])[CH3:1], predict the reactants needed to synthesize it. The reactants are: [CH3:1][CH:2]([C:4]1[N:9]=[C:8]([N:10]([S:12]([CH3:15])(=[O:14])=[O:13])[CH3:11])[N:7]=[C:6]([C:16]2[CH:17]=[CH:18][C:19]([F:22])=[CH:20][CH:21]=2)[C:5]=1/[CH:23]=[CH:24]/[C@@H:25]([OH:33])[CH2:26][C@@H:27]([OH:32])[CH2:28][C:29]([OH:31])=[O:30])[CH3:3].C([NH-])CCC.O.C(N)CCC.